From a dataset of Catalyst prediction with 721,799 reactions and 888 catalyst types from USPTO. Predict which catalyst facilitates the given reaction. (1) Reactant: [C:1]1([C:7]2[CH:8]=[CH:9][C:10]([C:13]([OH:15])=O)=[N:11][CH:12]=2)[CH:6]=[CH:5][CH:4]=[CH:3][CH:2]=1.C1C=CC2N(O)N=NC=2C=1.CCN=C=NCCCN(C)C.C(N(CC)CC)C.[O:44]1[CH2:49][CH2:48][CH2:47][CH2:46][CH:45]1[O:50][NH2:51]. Product: [O:44]1[CH2:49][CH2:48][CH2:47][CH2:46][CH:45]1[O:50][NH:51][C:13]([C:10]1[CH:9]=[CH:8][C:7]([C:1]2[CH:2]=[CH:3][CH:4]=[CH:5][CH:6]=2)=[CH:12][N:11]=1)=[O:15]. The catalyst class is: 4. (2) Reactant: [NH2:1][C:2]1[C:7]([Br:8])=[CH:6][C:5]([F:9])=[CH:4][C:3]=1[SH:10].CN1C(=O)CCC1.[CH3:18][C:19]([CH3:24])([CH3:23])[C:20](Cl)=O. Product: [Br:8][C:7]1[C:2]2[N:1]=[C:18]([C:19]([CH3:24])([CH3:23])[CH3:20])[S:10][C:3]=2[CH:4]=[C:5]([F:9])[CH:6]=1. The catalyst class is: 13. (3) Reactant: FC(F)(F)C(O)=O.O.[CH3:9][N:10]1[CH2:15][CH2:14][N:13]([C:16]2[CH:17]=[CH:18][C:19]3[N:23]=[C:22]([C:24]4[C:28]([NH:29][C:30]([N:32]5[CH2:37][CH2:36][CH2:35][CH2:34][CH2:33]5)=[O:31])=[CH:27][N:26](C5CCCCO5)[N:25]=4)[NH:21][C:20]=3[CH:44]=2)[CH2:12][CH2:11]1. Product: [CH3:9][N:10]1[CH2:11][CH2:12][N:13]([C:16]2[CH:17]=[CH:18][C:19]3[N:23]=[C:22]([C:24]4[C:28]([NH:29][C:30]([N:32]5[CH2:37][CH2:36][CH2:35][CH2:34][CH2:33]5)=[O:31])=[CH:27][NH:26][N:25]=4)[NH:21][C:20]=3[CH:44]=2)[CH2:14][CH2:15]1. The catalyst class is: 4.